Dataset: CYP2D6 inhibition data for predicting drug metabolism from PubChem BioAssay. Task: Regression/Classification. Given a drug SMILES string, predict its absorption, distribution, metabolism, or excretion properties. Task type varies by dataset: regression for continuous measurements (e.g., permeability, clearance, half-life) or binary classification for categorical outcomes (e.g., BBB penetration, CYP inhibition). Dataset: cyp2d6_veith. The molecule is COc1ccc(NC(=O)N2CC3(CCN(C(=O)c4cnccn4)CC3)C2)cc1. The result is 0 (non-inhibitor).